From a dataset of Full USPTO retrosynthesis dataset with 1.9M reactions from patents (1976-2016). Predict the reactants needed to synthesize the given product. (1) Given the product [C:23]([C:20]1([NH:19][C:10]([C@@H:9]2[CH2:14][C@H:12]([OH:11])[CH2:13][N:8]2[C:6]([C:3]2([C:2]([F:17])([F:16])[F:1])[CH2:5][CH2:4]2)=[O:7])=[O:15])[CH2:22][CH2:21]1)#[N:24], predict the reactants needed to synthesize it. The reactants are: [F:1][C:2]([F:17])([F:16])[C:3]1([C:6]([N:8]2[CH2:13][C@@H:12]3[CH2:14][C@H:9]2[C:10](=[O:15])[O:11]3)=[O:7])[CH2:5][CH2:4]1.Cl.[NH2:19][C:20]1([C:23]#[N:24])[CH2:22][CH2:21]1.C(C(CCCC)C([O-])=O)C.[Na+].Cl.[Cl-].[Na+]. (2) Given the product [CH:22]1([C:20]([N:17]2[CH2:18][CH2:19][C@@H:15]([CH2:14][N:9]3[C:8]([C:5]4[CH:6]=[CH:7][C:2]([C:30]5[CH:29]=[CH:28][C:27]([F:26])=[CH:32][C:31]=5[F:33])=[CH:3][C:4]=4[F:25])=[N:12][NH:11][C:10]3=[O:13])[CH2:16]2)=[O:21])[CH2:24][CH2:23]1, predict the reactants needed to synthesize it. The reactants are: Br[C:2]1[CH:7]=[CH:6][C:5]([C:8]2[N:9]([CH2:14][C@@H:15]3[CH2:19][CH2:18][N:17]([C:20]([CH:22]4[CH2:24][CH2:23]4)=[O:21])[CH2:16]3)[C:10](=[O:13])[NH:11][N:12]=2)=[C:4]([F:25])[CH:3]=1.[F:26][C:27]1[CH:32]=[C:31]([F:33])[CH:30]=[CH:29][C:28]=1B(O)O.C([O-])([O-])=O.[K+].[K+].Cl. (3) Given the product [NH2:1][C:4]1[CH:9]=[CH:8][CH:7]=[C:6]2[C:5]=1[CH2:13][CH:14]([OH:20])[C:15](=[O:16])[NH:10]2, predict the reactants needed to synthesize it. The reactants are: [N+:1]([C:4]1[CH:9]=[CH:8][CH:7]=[C:6]([N+:10]([O-])=O)[C:5]=1[CH2:13][CH:14]([OH:20])[C:15](OCC)=[O:16])([O-])=O. (4) Given the product [Cl:13][C:14]1[CH:15]=[CH:16][C:17]([C:20]2[N:21]=[C:22]([CH2:38][N:39]3[CH:43]=[N:42][N:41]=[N:40]3)[C:23]([C:33]([NH:8][N:2]3[CH2:7][CH2:6][CH2:5][CH2:4][CH2:3]3)=[O:34])=[N:24][C:25]=2[C:26]2[CH:27]=[CH:28][C:29]([Cl:32])=[CH:30][CH:31]=2)=[CH:18][CH:19]=1, predict the reactants needed to synthesize it. The reactants are: Cl.[N:2]1([NH2:8])[CH2:7][CH2:6][CH2:5][CH2:4][CH2:3]1.C[Al](C)C.[Cl:13][C:14]1[CH:19]=[CH:18][C:17]([C:20]2[N:21]=[C:22]([CH2:38][N:39]3[CH:43]=[N:42][N:41]=[N:40]3)[C:23]([C:33](OCC)=[O:34])=[N:24][C:25]=2[C:26]2[CH:31]=[CH:30][C:29]([Cl:32])=[CH:28][CH:27]=2)=[CH:16][CH:15]=1.